From a dataset of Full USPTO retrosynthesis dataset with 1.9M reactions from patents (1976-2016). Predict the reactants needed to synthesize the given product. (1) The reactants are: [F:1][C:2]1[CH:26]=[CH:25][C:5]([CH2:6][N:7]2[CH:11]=[CH:10][CH:9]=[C:8]2[C:12]([N:14]2[CH2:19][CH2:18][CH:17]([C:20]([O:22]CC)=[O:21])[CH2:16][CH2:15]2)=[O:13])=[CH:4][CH:3]=1.[OH-].[Na+]. Given the product [F:1][C:2]1[CH:26]=[CH:25][C:5]([CH2:6][N:7]2[CH:11]=[CH:10][CH:9]=[C:8]2[C:12]([N:14]2[CH2:15][CH2:16][CH:17]([C:20]([OH:22])=[O:21])[CH2:18][CH2:19]2)=[O:13])=[CH:4][CH:3]=1, predict the reactants needed to synthesize it. (2) Given the product [CH3:3][O:4][C:5]1[CH:14]=[C:13]2[C:8]([CH:9]=[C:10]([C:16]([OH:18])=[O:17])[C:11](=[O:15])[O:12]2)=[CH:7][CH:6]=1, predict the reactants needed to synthesize it. The reactants are: [OH-].[Li+].[CH3:3][O:4][C:5]1[CH:14]=[C:13]2[C:8]([CH:9]=[C:10]([C:16]([O-:18])=[O:17])[C:11](=[O:15])[O:12]2)=[CH:7][CH:6]=1. (3) Given the product [Cl:26][C:5]1[CH:4]=[CH:3][C:2]([C:45]2[CH:44]=[CH:40][S:39][CH:46]=2)=[CH:7][C:6]=1[NH:8][C:9]1[S:10]/[C:11](=[CH:15]\[C:16]2[CH:17]=[C:18]3[C:23](=[CH:24][CH:25]=2)[N:33]=[CH:32][CH:20]=[CH:19]3)/[C:12](=[O:14])[N:13]=1, predict the reactants needed to synthesize it. The reactants are: Br[C:2]1[CH:3]=[CH:4][C:5]([Cl:26])=[C:6]([NH:8][C:9]2[S:10]/[C:11](=[CH:15]\[C:16]3[CH:25]=[CH:24][C:23]4[C:18](=[CH:19][CH:20]=CC=4)[CH:17]=3)/[C:12](=[O:14])[N:13]=2)[CH:7]=1.BrC1C=CC(Cl)=[C:32](C=1)[NH2:33].CSC1[S:39]/[C:40](=[CH:44]\[C:45]2[CH:46]=C3C(=CC=2)N=CC=C3)/C(=O)N=1.C(O)C. (4) Given the product [Cl:25][C:26]1[CH:27]=[N:28][CH:29]=[C:30]([Cl:33])[C:31]=1[NH:22][CH:17]1[C:16]2[C:21](=[C:12]([O:11][CH:6]3[CH2:7][CH2:8][CH2:9][CH2:10]3)[C:13]([O:23][CH3:24])=[CH:14][CH:15]=2)[O:20][CH2:19][CH2:18]1, predict the reactants needed to synthesize it. The reactants are: C([Li])CCC.[CH:6]1([O:11][C:12]2[C:13]([O:23][CH3:24])=[CH:14][CH:15]=[C:16]3[C:21]=2[O:20][CH2:19][CH2:18][CH:17]3[NH2:22])[CH2:10][CH2:9][CH2:8][CH2:7]1.[Cl:25][C:26]1[CH:27]=[N:28][CH:29]=[C:30]([Cl:33])[C:31]=1Cl. (5) The reactants are: C[Si](C)(C)[C:3]([F:6])([F:5])[F:4].[CH:9]([C:11]1[CH:12]=[C:13]([CH2:17][C:18]([O:20][CH2:21][CH3:22])=[O:19])[CH:14]=[CH:15][CH:16]=1)=[O:10].[F-].[Cs+].CCCC[N+](CCCC)(CCCC)CCCC.[F-]. Given the product [F:4][C:3]([F:6])([F:5])[CH:9]([C:11]1[CH:12]=[C:13]([CH2:17][C:18]([O:20][CH2:21][CH3:22])=[O:19])[CH:14]=[CH:15][CH:16]=1)[OH:10], predict the reactants needed to synthesize it. (6) Given the product [NH2:15][C:12]1[CH:11]=[CH:10][C:9]([NH:8][C:1](=[O:3])[C:25]2[C:24]([Cl:23])=[CH:32][CH:31]=[CH:30][C:29]=2[Cl:33])=[CH:14][CH:13]=1, predict the reactants needed to synthesize it. The reactants are: [C:1]([NH:8][C:9]1[CH:14]=[CH:13][C:12]([NH2:15])=[CH:11][CH:10]=1)([O:3]C(C)(C)C)=O.C(N(CC)CC)C.[Cl:23][C:24]1[CH:32]=[CH:31][CH:30]=[C:29]([Cl:33])[C:25]=1C(Cl)=O. (7) The reactants are: [Cl:1][C:2]1[CH:7]=[CH:6][C:5]([NH:8][C:9](=[O:21])[C:10]2[CH:15]=[CH:14][C:13]([C:16]([F:19])([F:18])[F:17])=[N:12][C:11]=2[CH3:20])=[CH:4][C:3]=1[C:22]1[CH:27]=[CH:26][C:25]([O:28][Si](C(C)C)(C(C)C)C(C)C)=[CH:24][N:23]=1.CCCC[N+](CCCC)(CCCC)CCCC.[F-]. Given the product [Cl:1][C:2]1[CH:7]=[CH:6][C:5]([NH:8][C:9](=[O:21])[C:10]2[CH:15]=[CH:14][C:13]([C:16]([F:18])([F:17])[F:19])=[N:12][C:11]=2[CH3:20])=[CH:4][C:3]=1[C:22]1[CH:27]=[CH:26][C:25]([OH:28])=[CH:24][N:23]=1, predict the reactants needed to synthesize it. (8) Given the product [Br:12][C:7]1[CH:6]=[C:5]([C@H:2]([NH:1][C:13](=[O:14])[O:15][C:16]([CH3:19])([CH3:18])[CH3:17])[CH2:3][OH:4])[CH:10]=[C:9]([Cl:11])[CH:8]=1, predict the reactants needed to synthesize it. The reactants are: [NH2:1][C@@H:2]([C:5]1[CH:10]=[C:9]([Cl:11])[CH:8]=[C:7]([Br:12])[CH:6]=1)[CH2:3][OH:4].[C:13](O[C:13]([O:15][C:16]([CH3:19])([CH3:18])[CH3:17])=[O:14])([O:15][C:16]([CH3:19])([CH3:18])[CH3:17])=[O:14].C(N(CC)CC)C. (9) Given the product [C:32]([NH:1][C:2]1[CH:24]=[CH:23][C:5]2[CH2:6][CH:7]([CH3:22])[N:8]([C:18]([NH:20][CH3:21])=[O:19])[N:9]=[C:10]([C:11]3[CH:12]=[CH:13][C:14]([Cl:17])=[CH:15][CH:16]=3)[C:4]=2[CH:3]=1)(=[O:34])[CH3:33], predict the reactants needed to synthesize it. The reactants are: [NH2:1][C:2]1[CH:24]=[CH:23][C:5]2[CH2:6][CH:7]([CH3:22])[N:8]([C:18]([NH:20][CH3:21])=[O:19])[N:9]=[C:10]([C:11]3[CH:16]=[CH:15][C:14]([Cl:17])=[CH:13][CH:12]=3)[C:4]=2[CH:3]=1.C(N(CC)CC)C.[C:32](Cl)(=[O:34])[CH3:33].O. (10) Given the product [F:1][C:2]1[CH:7]=[CH:6][C:5]([F:8])=[CH:4][C:3]=1[CH2:9][C:10]([N:12]1[C:20]2[C:15](=[CH:16][C:17]([C:21]3[C:29]4[C:28]([NH2:30])=[N:27][CH:26]=[N:25][C:24]=4[N:23]([CH:31]4[CH2:32][CH2:33][N:34]([CH3:37])[CH2:35][CH2:36]4)[CH:22]=3)=[CH:18][CH:19]=2)[CH2:14][CH2:13]1)=[O:11], predict the reactants needed to synthesize it. The reactants are: [F:1][C:2]1[CH:7]=[CH:6][C:5]([F:8])=[CH:4][C:3]=1[CH2:9][C:10]([N:12]1[C:20]2[C:15](=[CH:16][C:17]([C:21]3[C:29]4[C:28]([NH2:30])=[N:27][CH:26]=[N:25][C:24]=4[N:23]([CH:31]4[CH2:36][CH2:35][NH:34][CH2:33][CH2:32]4)[CH:22]=3)=[CH:18][CH:19]=2)[CH2:14][CH2:13]1)=[O:11].[C:37](=O)([O-])[O-].[Cs+].[Cs+].IC.